Dataset: Full USPTO retrosynthesis dataset with 1.9M reactions from patents (1976-2016). Task: Predict the reactants needed to synthesize the given product. (1) Given the product [Cl:42][C:39]1[CH:40]=[CH:41][C:36]([C@H:32]([C:33]([N:20]2[CH2:19][CH2:18][N:17]([C:9]3[C:8]([C:3]4[CH:4]=[CH:5][CH:6]=[CH:7][C:2]=4[F:1])=[CH:13][N:12]=[C:11]4[NH:14][CH:15]=[CH:16][C:10]=34)[CH2:22][CH2:21]2)=[O:34])[CH2:31][N:30]([CH:43]([CH3:44])[CH3:45])[C:28](=[O:29])[O:27][C:23]([CH3:25])([CH3:24])[CH3:26])=[CH:37][CH:38]=1, predict the reactants needed to synthesize it. The reactants are: [F:1][C:2]1[CH:7]=[CH:6][CH:5]=[CH:4][C:3]=1[C:8]1[C:9]([N:17]2[CH2:22][CH2:21][NH:20][CH2:19][CH2:18]2)=[C:10]2[CH:16]=[CH:15][NH:14][C:11]2=[N:12][CH:13]=1.[C:23]([O:27][C:28]([N:30]([CH:43]([CH3:45])[CH3:44])[CH2:31][C@H:32]([C:36]1[CH:41]=[CH:40][C:39]([Cl:42])=[CH:38][CH:37]=1)[C:33](O)=[O:34])=[O:29])([CH3:26])([CH3:25])[CH3:24].C1C=CC2N(O)N=NC=2C=1.O.CCN=C=NCCCN(C)C.CCN(C(C)C)C(C)C.C([O-])([O-])=O.[Na+].[Na+]. (2) Given the product [CH:17]1[C:30]2[CH:29]([CH2:33][O:32][C:2]([NH:3][C@H:4]([C:22]([OH:24])=[O:23])[CH2:5][C:6]3[CH:7]=[CH:8][C:9]([C:12]4[C:13]([O:20][CH3:21])=[CH:14][CH:15]=[CH:16][C:17]=4[O:18][CH3:19])=[CH:10][CH:11]=3)=[O:26])[C:11]3[C:6](=[CH:7][CH:8]=[CH:9][CH:10]=3)[C:31]=2[CH:14]=[CH:13][CH:12]=1, predict the reactants needed to synthesize it. The reactants are: Cl.[CH3:2][NH:3][C@H:4]([C:22]([OH:24])=[O:23])[CH2:5][C:6]1[CH:11]=[CH:10][C:9]([C:12]2[C:17]([O:18][CH3:19])=[CH:16][CH:15]=[CH:14][C:13]=2[O:20][CH3:21])=[CH:8][CH:7]=1.[Li+].[OH-:26].CO.[CH2:29]1[CH2:33][O:32][CH2:31][CH2:30]1. (3) Given the product [NH2:1][C:2]1[C:11]2[C:6](=[CH:7][CH:8]=[CH:9][C:10]=2[F:12])[NH:5][C:4](=[O:13])[C:3]=1[C:14]1[NH:18][C:17]2[CH:19]=[C:20]([N:23]3[CH2:28][CH2:27][N:26]([C:31](=[O:32])[C:30]([F:37])([F:36])[F:29])[CH2:25][CH2:24]3)[CH:21]=[CH:22][C:16]=2[N:15]=1, predict the reactants needed to synthesize it. The reactants are: [NH2:1][C:2]1[C:11]2[C:6](=[CH:7][CH:8]=[CH:9][C:10]=2[F:12])[NH:5][C:4](=[O:13])[C:3]=1[C:14]1[NH:18][C:17]2[CH:19]=[C:20]([N:23]3[CH2:28][CH2:27][NH:26][CH2:25][CH2:24]3)[CH:21]=[CH:22][C:16]=2[N:15]=1.[F:29][C:30]([F:37])([F:36])[C:31](OCC)=[O:32].